This data is from Reaction yield outcomes from USPTO patents with 853,638 reactions. The task is: Predict the reaction yield, written as a fraction of the theoretical maximum amount of product (1.0 means a 100% yield; for example, 0.34 means a 34% yield). (1) The reactants are [CH:1]1([CH2:4][N:5]([CH2:24][CH2:25][CH3:26])[C:6]2[N:11]=[CH:10][N:9]=[C:8]([C:12]([NH:14][C:15]3[CH:20]=[CH:19][C:18]([CH:21]=O)=[CH:17][C:16]=3[CH3:23])=[O:13])[CH:7]=2)[CH2:3][CH2:2]1.Cl.[NH2:28][CH2:29][CH2:30][CH2:31][C:32]([O:34]C(C)(C)C)=O.C(=O)([O-])[O-].C(O[BH-](OC(=O)C)OC(=O)C)(=O)C. The catalyst is C(Cl)Cl. The product is [CH:1]1([CH2:4][N:5]([CH2:24][CH2:25][CH3:26])[C:6]2[N:11]=[CH:10][N:9]=[C:8]([C:12]([NH:14][C:15]3[CH:20]=[CH:19][C:18]([CH2:21][N:28]4[CH2:29][CH2:30][CH2:31][C:32]4=[O:34])=[CH:17][C:16]=3[CH3:23])=[O:13])[CH:7]=2)[CH2:3][CH2:2]1. The yield is 0.700. (2) The reactants are [OH:1][C:2]1[CH:3]=[N:4][CH:5]=[CH:6][CH:7]=1.C([O-])([O-])=O.[K+].[K+].F[C:15]1[CH:24]=[CH:23][C:18]([C:19]([O:21][CH3:22])=[O:20])=[CH:17][CH:16]=1.O. The catalyst is CN(C=O)C. The product is [N:4]1[CH:5]=[CH:6][CH:7]=[C:2]([O:1][C:15]2[CH:24]=[CH:23][C:18]([C:19]([O:21][CH3:22])=[O:20])=[CH:17][CH:16]=2)[CH:3]=1. The yield is 0.323.